Task: Predict the reactants needed to synthesize the given product.. Dataset: Full USPTO retrosynthesis dataset with 1.9M reactions from patents (1976-2016) (1) Given the product [N:24]1([CH2:23][CH2:22][O:10][C:11]2[CH:19]=[CH:18][C:14]([C:15]([NH2:17])=[O:16])=[CH:13][CH:12]=2)[CH2:29][CH2:28][O:27][CH2:26][CH2:25]1, predict the reactants needed to synthesize it. The reactants are: C(=O)([O-])[O-].[K+].[K+].C(#N)C.[OH:10][C:11]1[CH:19]=[CH:18][C:14]([C:15]([NH2:17])=[O:16])=[CH:13][CH:12]=1.Cl.Cl[CH2:22][CH2:23][N:24]1[CH2:29][CH2:28][O:27][CH2:26][CH2:25]1. (2) Given the product [CH2:1]([C:5]1[CH:6]=[CH:7][C:8]([C:11]#[C:12][C:13]2[CH:31]=[CH:30][C:16]([CH2:17][N:18]([C:39](=[O:40])[CH2:38][CH2:37][CH:32]3[CH2:36][CH2:35][CH2:34][CH2:33]3)[C:19]3[CH:28]=[CH:27][C:22]([C:23]([O:25][CH3:26])=[O:24])=[C:21]([F:29])[CH:20]=3)=[CH:15][CH:14]=2)=[CH:9][CH:10]=1)[CH2:2][CH2:3][CH3:4], predict the reactants needed to synthesize it. The reactants are: [CH2:1]([C:5]1[CH:10]=[CH:9][C:8]([C:11]#[C:12][C:13]2[CH:31]=[CH:30][C:16]([CH2:17][NH:18][C:19]3[CH:28]=[CH:27][C:22]([C:23]([O:25][CH3:26])=[O:24])=[C:21]([F:29])[CH:20]=3)=[CH:15][CH:14]=2)=[CH:7][CH:6]=1)[CH2:2][CH2:3][CH3:4].[CH:32]1([CH2:37][CH2:38][C:39](Cl)=[O:40])[CH2:36][CH2:35][CH2:34][CH2:33]1.